Task: Predict the reaction yield, written as a fraction of the theoretical maximum amount of product (1.0 means a 100% yield; for example, 0.34 means a 34% yield).. Dataset: Reaction yield outcomes from USPTO patents with 853,638 reactions The reactants are [NH2:1][C:2]1[CH:3]=[C:4]([CH:21]=[CH:22][CH:23]=1)[O:5][C:6]1[CH:7]=[CH:8][C:9]2[N:10]([CH:12]=[C:13]([NH:15][C:16]([CH:18]3[CH2:20][CH2:19]3)=[O:17])[N:14]=2)[N:11]=1.[CH3:24][C:25]1[C:26]([C:31](O)=[O:32])=[N:27][CH:28]=[CH:29][CH:30]=1.ON1C2C=CC=CC=2N=N1.C(N(CC)CC)C.Cl.CN(C)CCCN=C=NCC.C(=O)([O-])O.[Na+]. The catalyst is CN(C)C=O. The product is [CH:18]1([C:16]([NH:15][C:13]2[N:14]=[C:9]3[CH:8]=[CH:7][C:6]([O:5][C:4]4[CH:3]=[C:2]([NH:1][C:31]([C:26]5[C:25]([CH3:24])=[CH:30][CH:29]=[CH:28][N:27]=5)=[O:32])[CH:23]=[CH:22][CH:21]=4)=[N:11][N:10]3[CH:12]=2)=[O:17])[CH2:20][CH2:19]1. The yield is 0.710.